From a dataset of Catalyst prediction with 721,799 reactions and 888 catalyst types from USPTO. Predict which catalyst facilitates the given reaction. (1) The catalyst class is: 4. Reactant: FC(F)(F)C(O)=O.C(OC([N:15]1[CH2:21][CH2:20][CH2:19][N:18]([C:22]2[N:30]([CH2:31][CH:32]=[C:33]([CH3:35])[CH3:34])[C:29]3[C:28](=[O:36])[N:27]([CH2:37][C:38]4[C:47]5[C:42](=[CH:43][CH:44]=[CH:45][CH:46]=5)[CH:41]=[CH:40][N:39]=4)[CH:26]=[N:25][C:24]=3[CH:23]=2)[CH2:17][CH2:16]1)=O)(C)(C)C. Product: [N:18]1([C:22]2[N:30]([CH2:31][CH:32]=[C:33]([CH3:35])[CH3:34])[C:29]3[C:28](=[O:36])[N:27]([CH2:37][C:38]4[C:47]5[C:42](=[CH:43][CH:44]=[CH:45][CH:46]=5)[CH:41]=[CH:40][N:39]=4)[CH:26]=[N:25][C:24]=3[CH:23]=2)[CH2:19][CH2:20][CH2:21][NH:15][CH2:16][CH2:17]1. (2) Reactant: [CH:1]1([NH2:6])[CH2:5][CH2:4][CH2:3][CH2:2]1.[Cl:7][C:8]1[N:13]=[C:12](Cl)[C:11]([N+:15]([O-:17])=[O:16])=[CH:10][N:9]=1.CCN(C(C)C)C(C)C. Product: [Cl:7][C:8]1[N:13]=[C:12]([NH:6][CH:1]2[CH2:5][CH2:4][CH2:3][CH2:2]2)[C:11]([N+:15]([O-:17])=[O:16])=[CH:10][N:9]=1. The catalyst class is: 25. (3) Reactant: [CH:1]1([C:4]([C:6]2[O:7][C:8]([C:11]3[CH:16]=[CH:15][CH:14]=[CH:13][N:12]=3)=[CH:9][N:10]=2)=[O:5])[CH2:3][CH2:2]1.[CH3:17][NH:18][CH2:19][CH2:20][C:21]1[CH:26]=[CH:25][CH:24]=[CH:23][CH:22]=1. Product: [CH3:17][N:18]([CH2:19][CH2:20][C:21]1[CH:26]=[CH:25][CH:24]=[CH:23][CH:22]=1)[CH2:2][CH2:3][CH2:1][C:4]([C:6]1[O:7][C:8]([C:11]2[CH:16]=[CH:15][CH:14]=[CH:13][N:12]=2)=[CH:9][N:10]=1)=[O:5]. The catalyst class is: 388. (4) Reactant: CS[C:3]1[CH:8]=[CH:7][CH:6]=[CH:5][C:4]=1[OH:9].O[O:11][S:12]([O-:14])=O.[K+].[CH3:16]C(C)=O. Product: [CH3:16][S:12]([C:3]1[CH:8]=[CH:7][CH:6]=[CH:5][C:4]=1[OH:9])(=[O:14])=[O:11]. The catalyst class is: 6. (5) Reactant: [OH:1][N:2]1[CH2:7][CH2:6][O:5][CH2:4][CH2:3]1.[CH:8]1([Mg]Cl)[CH2:12][CH2:11][CH2:10][CH2:9]1.[Cl-].[NH4+]. Product: [CH:8]1([CH:3]2[CH2:4][O:5][CH2:6][CH2:7][N:2]2[OH:1])[CH2:12][CH2:11][CH2:10][CH2:9]1. The catalyst class is: 704. (6) Reactant: [O:1]([C:8]1[CH:28]=[CH:27][C:11]([O:12][C:13]2[CH:18]=[CH:17][N:16]=[CH:15][C:14]=2[C:19]2[CH:20]=[C:21]([CH2:25][NH2:26])[CH:22]=[CH:23][CH:24]=2)=[CH:10][CH:9]=1)[C:2]1[CH:7]=[CH:6][CH:5]=[CH:4][CH:3]=1.N1C=CC=CC=1.CN1C[CH2:39][CH2:38][C:37]1=[O:41]. Product: [O:1]([C:8]1[CH:9]=[CH:10][C:11]([O:12][C:13]2[CH:18]=[CH:17][N:16]=[CH:15][C:14]=2[C:19]2[CH:20]=[C:21]([CH:22]=[CH:23][CH:24]=2)[CH2:25][NH:26][C:37](=[O:41])[CH2:38][CH3:39])=[CH:27][CH:28]=1)[C:2]1[CH:7]=[CH:6][CH:5]=[CH:4][CH:3]=1. The catalyst class is: 4. (7) Reactant: [NH2:1][CH2:2][CH2:3][CH2:4][C:5]([OH:7])=[O:6].C([O-])([O-])=O.[Na+].[Na+].[CH3:14][C:15]([O:18][C:19](O[C:19]([O:18][C:15]([CH3:17])([CH3:16])[CH3:14])=[O:20])=[O:20])([CH3:17])[CH3:16]. Product: [C:15]([O:18][C:19]([NH:1][CH2:2][CH2:3][CH2:4][C:5]([OH:7])=[O:6])=[O:20])([CH3:17])([CH3:16])[CH3:14]. The catalyst class is: 90.